This data is from Forward reaction prediction with 1.9M reactions from USPTO patents (1976-2016). The task is: Predict the product of the given reaction. (1) Given the reactants [Br:1][C:2]1[CH:3]=[N:4][N:5]2[CH:10]=[CH:9][C:8](Cl)=[N:7][C:6]=12.[NH2:12][CH:13]([CH2:15][CH2:16][CH2:17][N:18]([CH2:21][CH3:22])[CH2:19][CH3:20])[CH3:14], predict the reaction product. The product is: [Br:1][C:2]1[CH:3]=[N:4][N:5]2[CH:10]=[CH:9][C:8]([NH:12][CH:13]([CH3:14])[CH2:15][CH2:16][CH2:17][N:18]([CH2:21][CH3:22])[CH2:19][CH3:20])=[N:7][C:6]=12. (2) Given the reactants [Cl:1][C:2]1[CH:7]=[CH:6][C:5]([C:8]([C:28]2[CH:29]=[C:30]3[C:35](=[CH:36][CH:37]=2)[N:34]([CH3:38])[C:33](=[O:39])[CH:32]=[C:31]3[C:40]2[CH:45]=[CH:44][CH:43]=[CH:42][CH:41]=2)([OH:27])[C:9]2[N:10]=[C:11]([Si](CC)(CC)CC)[N:12]([S:14]([N:17]([CH3:19])[CH3:18])(=[O:16])=[O:15])[CH:13]=2)=[CH:4][CH:3]=1.[NH4+].[OH-], predict the reaction product. The product is: [Cl:1][C:2]1[CH:7]=[CH:6][C:5]([C:8]([C:28]2[CH:29]=[C:30]3[C:35](=[CH:36][CH:37]=2)[N:34]([CH3:38])[C:33](=[O:39])[CH:32]=[C:31]3[C:40]2[CH:41]=[CH:42][CH:43]=[CH:44][CH:45]=2)([OH:27])[C:9]2[N:10]=[CH:11][N:12]([S:14]([N:17]([CH3:18])[CH3:19])(=[O:15])=[O:16])[CH:13]=2)=[CH:4][CH:3]=1. (3) Given the reactants [O:1]=[C:2]1[C:11]([C:12]([O:14][CH2:15][CH3:16])=[O:13])=[CH:10][C:9]2[C:4]3=[C:5]([O:17][CH2:18][CH2:19][CH2:20][N:3]13)[CH:6]=[CH:7][CH:8]=2.CO[CH2:23][N:24]([CH2:30][C:31]1[CH:36]=[CH:35][CH:34]=[CH:33][CH:32]=1)[CH2:25][Si](C)(C)C.FC(F)(F)C(O)=O, predict the reaction product. The product is: [CH2:30]([N:24]1[CH2:25][C@H:10]2[C@:11]([C:12]([O:14][CH2:15][CH3:16])=[O:13])([C:2](=[O:1])[N:3]3[CH2:20][CH2:19][CH2:18][O:17][C:5]4[CH:6]=[CH:7][CH:8]=[C:9]2[C:4]3=4)[CH2:23]1)[C:31]1[CH:36]=[CH:35][CH:34]=[CH:33][CH:32]=1. (4) Given the reactants [CH3:1][O:2][C:3]1[CH:52]=[CH:51][C:6]([C:7]([O:22][CH2:23][C:24]2[CH:25]=[C:26]([CH:48]=[CH:49][CH:50]=2)[CH2:27][NH:28][C:29]([NH:31][CH2:32][C:33]2[CH:38]=[CH:37][CH:36]=[C:35]([CH2:39][O:40][Si](C(C)(C)C)(C)C)[N:34]=2)=[O:30])([C:16]2[CH:21]=[CH:20][CH:19]=[CH:18][CH:17]=2)[C:8]2[CH:13]=[CH:12][C:11]([O:14][CH3:15])=[CH:10][CH:9]=2)=[CH:5][CH:4]=1.CCCC[N+](CCCC)(CCCC)CCCC.[F-], predict the reaction product. The product is: [CH3:15][O:14][C:11]1[CH:10]=[CH:9][C:8]([C:7]([O:22][CH2:23][C:24]2[CH:25]=[C:26]([CH:48]=[CH:49][CH:50]=2)[CH2:27][NH:28][C:29]([NH:31][CH2:32][C:33]2[CH:38]=[CH:37][CH:36]=[C:35]([CH2:39][OH:40])[N:34]=2)=[O:30])([C:16]2[CH:17]=[CH:18][CH:19]=[CH:20][CH:21]=2)[C:6]2[CH:5]=[CH:4][C:3]([O:2][CH3:1])=[CH:52][CH:51]=2)=[CH:13][CH:12]=1.